From a dataset of Forward reaction prediction with 1.9M reactions from USPTO patents (1976-2016). Predict the product of the given reaction. (1) The product is: [Br:21][C:12]1[C:11]2[S:10][C:9]([C:3]3[C:2]([Cl:1])=[CH:7][CH:6]=[CH:5][C:4]=3[Cl:8])=[N:17][C:16]=2[CH:15]=[CH:14][N:13]=1. Given the reactants [Cl:1][C:2]1[CH:7]=[CH:6][CH:5]=[C:4]([Cl:8])[C:3]=1[C:9]1[S:10][C:11]2[C:12](=O)[NH:13][CH:14]=[CH:15][C:16]=2[N:17]=1.P(Br)(Br)([Br:21])=O, predict the reaction product. (2) Given the reactants C(OC(=O)[NH:7][C:8]1[CH:13]=[CH:12][N:11]2[N:14]=[C:15]([C:17]3[CH:22]=[CH:21][CH:20]=[C:19]([O:23][CH3:24])[CH:18]=3)[N:16]=[C:10]2[CH:9]=1)(C)(C)C.Cl, predict the reaction product. The product is: [CH3:24][O:23][C:19]1[CH:18]=[C:17]([C:15]2[N:16]=[C:10]3[CH:9]=[C:8]([NH2:7])[CH:13]=[CH:12][N:11]3[N:14]=2)[CH:22]=[CH:21][CH:20]=1. (3) Given the reactants [F:1][C:2]1[C:3]([NH:9][CH2:10][C@@H:11]2[CH2:16][CH2:15][C@H:14]([CH3:17])[CH2:13][N:12]2C(OC(C)(C)C)=O)=[N:4][CH:5]=[C:6]([F:8])[CH:7]=1.C(O)(C(F)(F)F)=O, predict the reaction product. The product is: [F:1][C:2]1[C:3]([NH:9][CH2:10][C@@H:11]2[CH2:16][CH2:15][C@H:14]([CH3:17])[CH2:13][NH:12]2)=[N:4][CH:5]=[C:6]([F:8])[CH:7]=1. (4) Given the reactants [F:1][C:2]1[CH:9]=[CH:8][C:5]([C:6]#[N:7])=[C:4]([O:10][CH3:11])[CH:3]=1.C1C(=O)N([Br:19])C(=O)C1, predict the reaction product. The product is: [Br:19][C:9]1[C:2]([F:1])=[CH:3][C:4]([O:10][CH3:11])=[C:5]([CH:8]=1)[C:6]#[N:7]. (5) Given the reactants ClC(Cl)(Cl)Cl.C(#N)C.[F:9][C:10]1[CH:15]=[C:14]([C:16](Cl)=C(Cl)Cl)[C:13]([N+:21]([O-:23])=[O:22])=[CH:12][C:11]=1[C:24]([F:27])([F:26])[F:25].I([O-])(=O)(=O)=[O:29].[Na+].[OH2:34], predict the reaction product. The product is: [F:9][C:10]1[C:11]([C:24]([F:27])([F:26])[F:25])=[CH:12][C:13]([N+:21]([O-:23])=[O:22])=[C:14]([CH:15]=1)[C:16]([OH:29])=[O:34]. (6) Given the reactants [CH3:1][C:2]([C:4]1[CH:9]=[CH:8][C:7]([Br:10])=[CH:6][CH:5]=1)=[O:3].[CH3:11][C:12]1[CH:13]=[C:14]([CH:17]=[C:18]([CH3:21])[C:19]=1[OH:20])[CH:15]=O, predict the reaction product. The product is: [Br:10][C:7]1[CH:8]=[CH:9][C:4]([C:2](=[O:3])[CH:1]=[CH:15][C:14]2[CH:17]=[C:18]([CH3:21])[C:19]([OH:20])=[C:12]([CH3:11])[CH:13]=2)=[CH:5][CH:6]=1.